The task is: Predict the reactants needed to synthesize the given product.. This data is from Full USPTO retrosynthesis dataset with 1.9M reactions from patents (1976-2016). (1) Given the product [NH2:30][C:26]1([CH2:25][NH:24][C:2]2[CH:23]=[CH:22][C:5]3[C:6]4[N:7]([CH:11]=[C:12]([C:14]5[N:18]([CH:19]([CH3:21])[CH3:20])[N:17]=[CH:16][N:15]=5)[N:13]=4)[CH2:8][CH2:9][O:10][C:4]=3[CH:3]=2)[CH2:29][O:28][CH2:27]1, predict the reactants needed to synthesize it. The reactants are: Br[C:2]1[CH:23]=[CH:22][C:5]2[C:6]3[N:7]([CH:11]=[C:12]([C:14]4[N:18]([CH:19]([CH3:21])[CH3:20])[N:17]=[CH:16][N:15]=4)[N:13]=3)[CH2:8][CH2:9][O:10][C:4]=2[CH:3]=1.[NH2:24][CH2:25][C:26]1([NH2:30])[CH2:29][O:28][CH2:27]1. (2) The reactants are: COC(=O)[C:4]1[CH:9]=[CH:8][CH:7]=[C:6]([CH2:10][O:11][C:12]2[CH:17]=[CH:16][C:15]([C:18]3[CH:23]=[C:22]([F:24])[C:21]([F:25])=[CH:20][C:19]=3[CH3:26])=[CH:14][CH:13]=2)[C:5]=1[NH:27][N:28]([C:30]([O:32]C(C)(C)C)=O)[CH3:29]. Given the product [F:25][C:21]1[C:22]([F:24])=[CH:23][C:18]([C:15]2[CH:16]=[CH:17][C:12]([O:11][CH2:10][C:6]3[CH:7]=[CH:8][CH:9]=[C:4]4[C:5]=3[NH:27][N:28]([CH3:29])[C:30]4=[O:32])=[CH:13][CH:14]=2)=[C:19]([CH3:26])[CH:20]=1, predict the reactants needed to synthesize it. (3) Given the product [CH:24]1([NH:23][C:21](=[O:22])[C:20]2[CH:27]=[CH:28][C:46]([Cl:48])=[C:18]([C:14]3[CH:13]=[C:12]4[C:17](=[CH:16][CH:15]=3)[N:8]([C:3]3[CH:4]=[CH:5][CH:6]=[CH:7][C:2]=3[CH3:32])[C:9](=[O:31])[N:10]=[CH:11]4)[CH:19]=2)[CH2:26][CH2:25]1, predict the reactants needed to synthesize it. The reactants are: Cl[C:2]1[CH:7]=[CH:6][CH:5]=[CH:4][C:3]=1[N:8]1[C:17]2[C:12](=[CH:13][C:14]([C:18]3[CH:19]=[C:20]([CH:27]=[CH:28]C=3C)[C:21]([NH:23][CH:24]3[CH2:26][CH2:25]3)=[O:22])=[CH:15][CH:16]=2)[CH2:11][NH:10][C:9]1=[O:31].[C:32](C1C(=O)C(Cl)=C(Cl)C(=O)C=1C#N)#N.[CH2:46]([Cl:48])Cl. (4) Given the product [OH:17]/[N:16]=[CH:1]/[C:3]1[N:4]2[C:8]([C:9]([C:12]([O:14][CH3:15])=[O:13])=[CH:10][CH:11]=1)=[CH:7][CH:6]=[CH:5]2, predict the reactants needed to synthesize it. The reactants are: [CH:1]([C:3]1[N:4]2[C:8]([C:9]([C:12]([O:14][CH3:15])=[O:13])=[CH:10][CH:11]=1)=[CH:7][CH:6]=[CH:5]2)=O.[NH2:16][OH:17].Cl.CC([O-])=O.[Na+]. (5) Given the product [NH2:14]/[C:2](/[CH2:8][CH3:9])=[CH:3]\[C:4]([O:6][CH3:7])=[O:5], predict the reactants needed to synthesize it. The reactants are: O=[C:2]([CH2:8][CH3:9])[CH2:3][C:4]([O:6][CH3:7])=[O:5].C([O-])(=O)C.[NH4+:14]. (6) Given the product [Cl:24][C:25]1[CH:26]=[CH:27][C:28]([C:31]2[CH:36]=[CH:35][C:34]([CH3:37])=[C:33]([CH2:38][C:39]([NH:16][C@@:6]3([C:4]([O:3][CH3:2])=[O:5])[CH2:11][CH2:10][CH2:9][C@H:8]([C:12]([F:14])([F:13])[F:15])[CH2:7]3)=[O:40])[CH:32]=2)=[CH:29][CH:30]=1, predict the reactants needed to synthesize it. The reactants are: Cl.[CH3:2][O:3][C:4]([C:6]1([NH2:16])[CH2:11][CH2:10][CH2:9][CH:8]([C:12]([F:15])([F:14])[F:13])[CH2:7]1)=[O:5].C(N(CC)CC)C.[Cl:24][C:25]1[CH:30]=[CH:29][C:28]([C:31]2[CH:36]=[CH:35][C:34]([CH3:37])=[C:33]([CH2:38][C:39](O)=[O:40])[CH:32]=2)=[CH:27][CH:26]=1.P(Cl)(Cl)(Cl)=O. (7) Given the product [O:25]1[C:24]2[CH:28]=[CH:29][C:21]([C:19]([N:18]([CH2:17][C:16]3[CH:43]=[CH:44][C:13]([C:12]#[C:11][C:8]4[CH:9]=[CH:10][C:5]([CH2:1][CH2:2][CH2:3][CH3:4])=[CH:6][CH:7]=4)=[CH:14][CH:15]=3)[C:30]3[CH:42]=[CH:41][C:33]([OH:34])=[C:32]([CH:31]=3)[C:37]([OH:38])=[O:36])=[O:20])=[CH:22][C:23]=2[O:27][CH2:26]1, predict the reactants needed to synthesize it. The reactants are: [CH2:1]([C:5]1[CH:10]=[CH:9][C:8]([C:11]#[C:12][C:13]2[CH:44]=[CH:43][C:16]([CH2:17][N:18]([C:30]3[CH:42]=[CH:41][C:33]4[O:34]C(C)(C)[O:36][C:37](=[O:38])[C:32]=4[CH:31]=3)[C:19]([C:21]3[CH:29]=[CH:28][C:24]4[O:25][CH2:26][O:27][C:23]=4[CH:22]=3)=[O:20])=[CH:15][CH:14]=2)=[CH:7][CH:6]=1)[CH2:2][CH2:3][CH3:4].[OH-].[Na+].